Dataset: Full USPTO retrosynthesis dataset with 1.9M reactions from patents (1976-2016). Task: Predict the reactants needed to synthesize the given product. Given the product [C:11]([C:6]1[C:5]2[C:9](=[CH:10][C:2]([Br:1])=[CH:3][CH:4]=2)[N:8]([CH2:15][C:16]([O:18][C:19]([CH3:22])([CH3:21])[CH3:20])=[O:17])[CH:7]=1)(=[O:13])[CH3:12], predict the reactants needed to synthesize it. The reactants are: [Br:1][C:2]1[CH:10]=[C:9]2[C:5]([C:6]([C:11](=[O:13])[CH3:12])=[CH:7][NH:8]2)=[CH:4][CH:3]=1.Br[CH2:15][C:16]([O:18][C:19]([CH3:22])([CH3:21])[CH3:20])=[O:17].C(=O)([O-])[O-].[K+].[K+].